Dataset: Forward reaction prediction with 1.9M reactions from USPTO patents (1976-2016). Task: Predict the product of the given reaction. (1) Given the reactants [CH3:1][C:2]1[N:3]=[CH:4][CH:5]=[C:6]2[C:11]=1[C:10](=[O:12])[N:9]([CH3:13])[C:8]1[CH:14]=[C:15]([O:18][CH2:19][C@H:20]([NH:25]C(=O)OC(C)(C)C)[CH2:21][CH:22]([CH3:24])[CH3:23])[CH:16]=[CH:17][C:7]2=1.Cl, predict the reaction product. The product is: [NH2:25][C@H:20]([CH2:21][CH:22]([CH3:24])[CH3:23])[CH2:19][O:18][C:15]1[CH:16]=[CH:17][C:7]2[C:6]3[C:11](=[C:2]([CH3:1])[N:3]=[CH:4][CH:5]=3)[C:10](=[O:12])[N:9]([CH3:13])[C:8]=2[CH:14]=1. (2) Given the reactants [C:1]([C@@:3]1([OH:19])[C@H:7]([OH:8])[C@@H:6]([CH2:9][OH:10])[O:5][C@H:4]1[N:11]1[CH:16]=[CH:15][C:14](=[O:17])[NH:13][C:12]1=[O:18])#[CH:2].CN(C1C2C(N(C)C)=CC=CC=2C=CC=1)C.[P:36](Cl)(Cl)(=[O:44])[O:37][C:38]1[CH:43]=[CH:42][CH:41]=[CH:40][CH:39]=1.[NH2:47][C@H:48]([C:50]([O:52][CH:53]1[CH2:56][CH2:55][CH2:54]1)=[O:51])[CH3:49].C(N(CC)CC)C, predict the reaction product. The product is: [O:18]=[C:12]1[NH:13][C:14](=[O:17])[CH:15]=[CH:16][N:11]1[C@@H:4]1[O:5][C@H:6]([CH2:9][O:10][P:36]([NH:47][C@@H:48]([CH3:49])[C:50]([O:52][CH:53]2[CH2:56][CH2:55][CH2:54]2)=[O:51])([O:37][C:38]2[CH:43]=[CH:42][CH:41]=[CH:40][CH:39]=2)=[O:44])[C@@H:7]([OH:8])[C@@:3]1([C:1]#[CH:2])[OH:19]. (3) Given the reactants [CH:1]([O:4][C:5]([C@H:7]1[CH2:12][CH2:11][C@H:10]([C:13]2[CH:18]=[CH:17][C:16]([NH2:19])=[CH:15][CH:14]=2)[CH2:9][CH2:8]1)=[O:6])([CH3:3])[CH3:2].[Cl:20]N1C(=O)CCC1=O, predict the reaction product. The product is: [CH:1]([O:4][C:5]([C@H:7]1[CH2:8][CH2:9][C@H:10]([C:13]2[CH:14]=[CH:15][C:16]([NH2:19])=[C:17]([Cl:20])[CH:18]=2)[CH2:11][CH2:12]1)=[O:6])([CH3:3])[CH3:2]. (4) Given the reactants [C:1]([O:5][C:6]([N:8]1[CH2:14][CH2:13][C:12]2[CH:15]=[C:16]([OH:19])[CH:17]=[CH:18][C:11]=2[CH2:10][CH2:9]1)=[O:7])([CH3:4])([CH3:3])[CH3:2].CC(C)([O-])C.[K+].Cl[C:27]1[CH:36]=[CH:35][C:30]([C:31]([NH:33][CH3:34])=[O:32])=[CH:29][N:28]=1, predict the reaction product. The product is: [CH3:34][NH:33][C:31]([C:30]1[CH:35]=[CH:36][C:27]([O:19][C:16]2[CH:17]=[CH:18][C:11]3[CH2:10][CH2:9][N:8]([C:6]([O:5][C:1]([CH3:4])([CH3:2])[CH3:3])=[O:7])[CH2:14][CH2:13][C:12]=3[CH:15]=2)=[N:28][CH:29]=1)=[O:32].